From a dataset of Catalyst prediction with 721,799 reactions and 888 catalyst types from USPTO. Predict which catalyst facilitates the given reaction. (1) Reactant: [C:1]1([CH2:7][CH2:8][CH2:9][SH:10])[CH:6]=[CH:5][CH:4]=[CH:3][CH:2]=1.[H-].[Na+].Cl[C:14]1[CH:19]=[CH:18][CH:17]=[C:16]([C:20]#[N:21])[N:15]=1.C(OCC)(=O)C. Product: [C:20]([C:16]1[CH:17]=[CH:18][CH:19]=[C:14]([S:10][CH2:9][CH2:8][CH2:7][C:1]2[CH:6]=[CH:5][CH:4]=[CH:3][CH:2]=2)[N:15]=1)#[N:21]. The catalyst class is: 20. (2) Reactant: [CH:1]1([CH2:6][C@H:7]([N:11]2[CH2:19][C:18]3[C:13](=[CH:14][CH:15]=[CH:16][CH:17]=3)[C:12]2=[O:20])[C:8]([OH:10])=O)[CH2:5][CH2:4][CH2:3][CH2:2]1.[CH3:21][O:22][CH2:23][CH2:24][N:25]1[CH:29]=[CH:28][C:27]([NH2:30])=[N:26]1.F[P-](F)(F)(F)(F)F.N1(O[P+](N(C)C)(N(C)C)N(C)C)C2C=CC=CC=2N=N1.C(N(CC)C(C)C)(C)C. Product: [CH:1]1([CH2:6][C@H:7]([N:11]2[CH2:19][C:18]3[C:13](=[CH:14][CH:15]=[CH:16][CH:17]=3)[C:12]2=[O:20])[C:8]([NH:30][C:27]2[CH:28]=[CH:29][N:25]([CH2:24][CH2:23][O:22][CH3:21])[N:26]=2)=[O:10])[CH2:2][CH2:3][CH2:4][CH2:5]1. The catalyst class is: 2. (3) Reactant: [S:1]1[C:5]2[CH:6]=[CH:7][C:8]([NH:10][C:11]3[C:20]4[C:15](=[CH:16][CH:17]=[C:18]([S:21][CH2:22][CH2:23][OH:24])[CH:19]=4)[N:14]=[CH:13][CH:12]=3)=[CH:9][C:4]=2[N:3]=[CH:2]1.[OH:25]OS([O-])=O.[K+].C(=O)(O)[O-].[Na+].CCOC(C)=O. Product: [S:1]1[C:5]2[CH:6]=[CH:7][C:8]([NH:10][C:11]3[C:20]4[C:15](=[CH:16][CH:17]=[C:18]([S:21]([CH2:22][CH2:23][OH:24])=[O:25])[CH:19]=4)[N:14]=[CH:13][CH:12]=3)=[CH:9][C:4]=2[N:3]=[CH:2]1. The catalyst class is: 24. (4) Reactant: [CH2:1]([O:8][C:9]([N:11]1[CH2:20][CH2:19][C:18]2[C:13](=[CH:14][C:15]([O:21][CH2:22][C:23]3([C:36]([O:38][CH2:39][CH3:40])=[O:37])[CH2:28][CH2:27][N:26](C(OC(C)(C)C)=O)[CH2:25][CH2:24]3)=[CH:16][CH:17]=2)[CH2:12]1)=[O:10])[C:2]1[CH:7]=[CH:6][CH:5]=[CH:4][CH:3]=1.FC(F)(F)C(O)=O. Product: [CH2:1]([O:8][C:9]([N:11]1[CH2:20][CH2:19][C:18]2[C:13](=[CH:14][C:15]([O:21][CH2:22][C:23]3([C:36]([O:38][CH2:39][CH3:40])=[O:37])[CH2:24][CH2:25][NH:26][CH2:27][CH2:28]3)=[CH:16][CH:17]=2)[CH2:12]1)=[O:10])[C:2]1[CH:3]=[CH:4][CH:5]=[CH:6][CH:7]=1. The catalyst class is: 22.